Dataset: Retrosynthesis with 50K atom-mapped reactions and 10 reaction types from USPTO. Task: Predict the reactants needed to synthesize the given product. Given the product Cc1cc(Oc2ccc(F)cc2C#N)ncc1[N+](=O)[O-], predict the reactants needed to synthesize it. The reactants are: Cc1cc(Cl)ncc1[N+](=O)[O-].N#Cc1cc(F)ccc1O.